Task: Predict the reactants needed to synthesize the given product.. Dataset: Full USPTO retrosynthesis dataset with 1.9M reactions from patents (1976-2016) (1) Given the product [CH2:24]([N:8]([CH2:1][C:2]1[CH:7]=[CH:6][CH:5]=[CH:4][CH:3]=1)[C:9]1([C:12]2[CH:13]=[CH:14][C:15]([C:18]#[CH:19])=[CH:16][CH:17]=2)[CH2:11][CH2:10]1)[C:25]1[CH:26]=[CH:27][CH:28]=[CH:29][CH:30]=1, predict the reactants needed to synthesize it. The reactants are: [CH2:1]([N:8]([CH2:24][C:25]1[CH:30]=[CH:29][CH:28]=[CH:27][CH:26]=1)[C:9]1([C:12]2[CH:17]=[CH:16][C:15]([C:18]#[C:19][Si](C)(C)C)=[CH:14][CH:13]=2)[CH2:11][CH2:10]1)[C:2]1[CH:7]=[CH:6][CH:5]=[CH:4][CH:3]=1.C(=O)([O-])[O-].[K+].[K+]. (2) The reactants are: [Cl:1][C:2]1[CH:7]=[CH:6][C:5]([N:8]=[C:9]=[S:10])=[CH:4][CH:3]=1.C([N:13]([CH2:16][CH3:17])[CH2:14][CH3:15])C. Given the product [Cl:1][C:2]1[CH:7]=[CH:6][C:5]([NH:8][C:9]([N:13]2[CH2:14][C:15]3[C:17](=[N:8][CH:5]=[CH:4][CH:3]=3)[CH2:16]2)=[S:10])=[CH:4][CH:3]=1, predict the reactants needed to synthesize it. (3) Given the product [CH2:26]([N:28]1[CH2:33][CH2:32][N:31]([C:20]([C:19]2[CH:23]=[CH:24][C:16]([N:13]3[C:14]([OH:15])=[C:10]([C:6]4[C:5]([CH3:25])=[CH:4][C:3]([C:1]#[N:2])=[C:8]([F:9])[CH:7]=4)[CH:11]=[N:12]3)=[N:17][CH:18]=2)=[O:22])[CH2:30][C@H:29]1[CH3:34])[CH3:27], predict the reactants needed to synthesize it. The reactants are: [C:1]([C:3]1[C:8]([F:9])=[CH:7][C:6]([C:10]2[CH:11]=[N:12][N:13]([C:16]3[CH:24]=[CH:23][C:19]([C:20]([OH:22])=O)=[CH:18][N:17]=3)[C:14]=2[OH:15])=[C:5]([CH3:25])[CH:4]=1)#[N:2].[CH2:26]([N:28]1[CH2:33][CH2:32][NH:31][CH2:30][C@H:29]1[CH3:34])[CH3:27]. (4) Given the product [Cl:8][C:9]1[S:13][C:12]([C:14]([CH:2]([NH2:1])[C:3]2[N:4]=[C:5]([CH3:17])[NH:6][CH:7]=2)=[O:15])=[CH:11][CH:10]=1, predict the reactants needed to synthesize it. The reactants are: [NH2:1][CH2:2][C:3]1[N:4]=[CH:5][NH:6][CH:7]=1.[Cl:8][C:9]1[S:13][C:12]([C:14](Cl)=[O:15])=[CH:11][CH:10]=1.[CH2:17]1COCC1. (5) Given the product [Cl:1][C:2]1[CH:7]=[CH:6][C:5]([CH2:8][NH:9][C:43]([C:39]2[CH:38]=[C:37]3[C:42](=[CH:41][CH:40]=2)[N:34]([CH2:33][C:30]2[CH:29]=[CH:28][C:27]([C:22]4[C:21]([C:19]([OH:20])=[O:18])=[CH:26][CH:25]=[CH:24][CH:23]=4)=[CH:32][CH:31]=2)[C:35]([CH3:47])=[C:36]3[CH3:46])=[O:44])=[C:4]([C:10]([F:11])([F:12])[F:13])[CH:3]=1, predict the reactants needed to synthesize it. The reactants are: [Cl:1][C:2]1[CH:7]=[CH:6][C:5]([CH2:8][NH2:9])=[C:4]([C:10]([F:13])([F:12])[F:11])[CH:3]=1.C([O:18][C:19]([C:21]1[CH:26]=[CH:25][CH:24]=[CH:23][C:22]=1[C:27]1[CH:32]=[CH:31][C:30]([CH2:33][N:34]2[C:42]3[C:37](=[CH:38][C:39]([C:43](O)=[O:44])=[CH:40][CH:41]=3)[C:36]([CH3:46])=[C:35]2[CH3:47])=[CH:29][CH:28]=1)=[O:20])(C)(C)C. (6) Given the product [Cl:41][C:42]1[CH:43]=[CH:44][C:45]([S:48]([NH:51][C:26](=[O:28])/[CH:25]=[CH:24]/[C:14]2[CH:15]=[CH:16][C:17]([O:19][CH2:20][CH2:21][O:22][CH3:23])=[CH:18][C:13]=2[O:12][C:3]2[C:2]([Cl:1])=[CH:7][C:6]([C:8]([F:11])([F:10])[F:9])=[CH:5][N:4]=2)(=[O:49])=[O:50])=[CH:46][CH:47]=1, predict the reactants needed to synthesize it. The reactants are: [Cl:1][C:2]1[C:3]([O:12][C:13]2[CH:18]=[C:17]([O:19][CH2:20][CH2:21][O:22][CH3:23])[CH:16]=[CH:15][C:14]=2/[CH:24]=[CH:25]/[C:26]([OH:28])=O)=[N:4][CH:5]=[C:6]([C:8]([F:11])([F:10])[F:9])[CH:7]=1.Cl.C(N=C=NCCCN(C)C)C.[Cl:41][C:42]1[CH:47]=[CH:46][C:45]([S:48]([NH2:51])(=[O:50])=[O:49])=[CH:44][CH:43]=1.Cl.